The task is: Predict the reaction yield, written as a fraction of the theoretical maximum amount of product (1.0 means a 100% yield; for example, 0.34 means a 34% yield).. This data is from Reaction yield outcomes from USPTO patents with 853,638 reactions. (1) The reactants are [S:1]1[C:9]2[C:4](=[N:5][CH:6]=[CH:7][CH:8]=2)[N:3]=[C:2]1[O:10][C:11]1[CH:12]=[C:13]2[O:19][C:18]([CH2:20]O)=[CH:17][C:14]2=[N:15][CH:16]=1.S(Cl)([Cl:24])=O. The catalyst is C(Cl)Cl. The product is [Cl:24][CH2:20][C:18]1[O:19][C:13]2[C:14](=[N:15][CH:16]=[C:11]([O:10][C:2]3[S:1][C:9]4[C:4]([N:3]=3)=[N:5][CH:6]=[CH:7][CH:8]=4)[CH:12]=2)[CH:17]=1. The yield is 0.990. (2) No catalyst specified. The product is [CH2:1]([S:6]([Cl:13])(=[O:9])=[O:7])[CH2:2][CH2:3][CH2:4][CH3:5]. The reactants are [CH2:1]([S:6]([OH:9])(=O)=[O:7])[CH2:2][CH2:3][CH2:4][CH3:5].[Na].S(Cl)([Cl:13])=O. The yield is 0.610. (3) The reactants are [F:1][C:2]1[CH:7]=[C:6]([OH:8])[CH:5]=[C:4]([F:9])[C:3]=1[C:10]1[N:15]=[C:14]([C:16]([O:18][CH3:19])=[O:17])[CH:13]=[CH:12][C:11]=1[F:20].[CH2:21](O)[CH3:22].C1(P(C2C=CC=CC=2)C2C=CC=CC=2)C=CC=CC=1.N(C(OC(C)C)=O)=NC(OC(C)C)=O. The catalyst is C1COCC1. The product is [CH2:21]([O:8][C:6]1[CH:5]=[C:4]([F:9])[C:3]([C:10]2[N:15]=[C:14]([C:16]([O:18][CH3:19])=[O:17])[CH:13]=[CH:12][C:11]=2[F:20])=[C:2]([F:1])[CH:7]=1)[CH3:22]. The yield is 0.990. (4) The reactants are Cl.[NH:2]1[CH2:7][CH2:6][CH2:5][C@@H:4]([C:8]2[N:12]3[C:13]4[CH:19]=[CH:18][NH:17][C:14]=4[N:15]=[CH:16][C:11]3=[CH:10][N:9]=2)[CH2:3]1.C1N=CN([C:25]([N:27]2[CH:31]=N[CH:29]=[CH:28]2)=[O:26])C=1.Cl.[F:33][C:34]1([F:40])CCNC[CH2:35]1. The catalyst is N1C=CC=CC=1. The product is [C:8]1([C@@H:4]2[CH2:5][CH2:6][CH2:7][N:2]([C:25]([N:27]3[CH2:28][CH2:29][C:34]([F:40])([F:33])[CH2:35][CH2:31]3)=[O:26])[CH2:3]2)[N:12]2[C:13]3[CH:19]=[CH:18][NH:17][C:14]=3[N:15]=[CH:16][C:11]2=[CH:10][N:9]=1. The yield is 0.490.